From a dataset of Blood-brain barrier permeability regression values from the B3DB database. Regression/Classification. Given a drug SMILES string, predict its absorption, distribution, metabolism, or excretion properties. Task type varies by dataset: regression for continuous measurements (e.g., permeability, clearance, half-life) or binary classification for categorical outcomes (e.g., BBB penetration, CYP inhibition). For this dataset (b3db_regression), we predict Y. (1) The molecule is CC(C)(C)C1=CC(=C(C=C1)OC)CNC2CCCNC2C3=CC=CC=C3. The Y is 0.980 log(BB ratio). (2) The compound is CC1=NC=C(N1)C2=CSC(=N2)N=C(N)N. The Y is -0.0400 log(BB ratio). (3) The compound is C[NH+]1CC[NH+](CC1)CCCN2C3=CC=CC=C3SC4=C2C=C(C=C4)C(F)(F)F. The Y is 1.40 log(BB ratio). (4) The drug is CC1=CC2=C(S1)NC3=CC=CC=C3N=C2N4CCN(CC4)C. The Y is 0.800 log(BB ratio).